From a dataset of Full USPTO retrosynthesis dataset with 1.9M reactions from patents (1976-2016). Predict the reactants needed to synthesize the given product. (1) Given the product [CH3:63][CH2:55][CH2:56][CH2:57][CH2:62][CH2:61][CH2:60][CH2:59][CH2:58][CH2:1][CH2:2][CH2:3][O:4][S:73]([O-:75])(=[O:85])=[O:74].[Na+:10], predict the reactants needed to synthesize it. The reactants are: [CH2:1](O)[C:2](N)(CO)[CH2:3][OH:4].Cl.[Na+:10].[Cl-].C(OP(F)(OC(C)C)=O)(C)C.CC([C@H](NC([C@@H](NC(N[C@H:55]([C:63](O)=O)[CH2:56][C:57]1[CH:58]=[CH:59][CH:60]=[CH:61][CH:62]=1)=O)CCCNC(N)=N)=O)C(N[C@H](C=O)CCCNC(N)=N)=O)C.C1(C[S:73](F)(=[O:75])=[O:74])C=CC=CC=1.CC1C=CC(S(N[C@H](C(CCl)=O)CCCCN)(=O)=[O:85])=CC=1.CC(C[C@H](NC(C)=O)C(N[C@H](C(N[C@H](C(O)=O)CCCN=C(N)N)=O)CC(C)C)=O)C.C[C@H](NC(C[C@H](O)[C@@H](NC([C@@H](NC([C@@H](NC(CC(C)C)=O)C(C)C)=O)C(C)C)=O)CC(C)C)=O)C(N[C@H]([C@@H](O)CC(O)=O)CC(C)C)=O.CCC(COC(C(N(CC[NH+](C)C)C)=O)(C1C=CC=CC=1)C1C=CC=CC=1)CC.[Cl-]. (2) Given the product [Cl:1][C:2]1[CH:7]=[CH:6][C:5]([C:8]2[O:10][N:23]=[C:22]([C:25]([OH:27])=[O:26])[CH:9]=2)=[CH:4][C:3]=1[F:11], predict the reactants needed to synthesize it. The reactants are: [Cl:1][C:2]1[CH:7]=[CH:6][C:5]([C:8](=[O:10])[CH3:9])=[CH:4][C:3]=1[F:11].ClC1C=C(C2O[N:23]=[C:22]([C:25]([OH:27])=[O:26])C=2)C=CC=1F. (3) Given the product [C:29]([N:18]1[C:12]2[CH:11]=[CH:10][C:9]3[NH:8][C:7](=[O:19])[C:6](=[O:20])[N:5]([CH2:1][CH2:2][CH2:3][CH3:4])[C:14]=3[C:13]=2[CH2:15][CH2:16][CH2:17]1)(=[O:31])[CH3:30], predict the reactants needed to synthesize it. The reactants are: [CH2:1]([N:5]1[C:14]2[C:13]3[CH2:15][CH2:16][CH2:17][NH:18][C:12]=3[CH:11]=[CH:10][C:9]=2[NH:8][C:7](=[O:19])[C:6]1=[O:20])[CH2:2][CH2:3][CH3:4].CN(C)C=O.ClCCl.[C:29](OC(=O)C)(=[O:31])[CH3:30].